From a dataset of Forward reaction prediction with 1.9M reactions from USPTO patents (1976-2016). Predict the product of the given reaction. (1) The product is: [F:25][C:18]1[CH:17]=[C:16]([CH:21]=[CH:20][C:19]=1[C:49]1[CH:50]=[C:51]2[C:56](=[CH:57][CH:58]=1)[N:55]=[CH:54][CH:53]=[CH:52]2)[C:14]([N:11]1[CH2:10][CH2:9][CH:8]([N:6]2[CH2:5][C:4]([CH2:3][C:1]#[N:2])([N:26]3[CH:30]=[C:29]([C:31]4[C:32]5[CH:39]=[CH:38][NH:37][C:33]=5[N:34]=[CH:35][N:36]=4)[CH:28]=[N:27]3)[CH2:7]2)[CH2:13][CH2:12]1)=[O:15]. Given the reactants [C:1]([CH2:3][C:4]1([N:26]2[CH:30]=[C:29]([C:31]3[C:32]4[CH:39]=[CH:38][N:37](COCC[Si](C)(C)C)[C:33]=4[N:34]=[CH:35][N:36]=3)[CH:28]=[N:27]2)[CH2:7][N:6]([CH:8]2[CH2:13][CH2:12][N:11]([C:14]([C:16]3[CH:21]=[CH:20][C:19](B(O)O)=[C:18]([F:25])[CH:17]=3)=[O:15])[CH2:10][CH2:9]2)[CH2:5]1)#[N:2].Br[C:49]1[CH:50]=[C:51]2[C:56](=[CH:57][CH:58]=1)[N:55]=[CH:54][CH:53]=[CH:52]2.C(N(CC)CC)C, predict the reaction product. (2) Given the reactants Cl[C:2]1[C:14]2[C:13](=[O:15])[C:12]3[CH:11]=[CH:10][N:9]=[CH:8][C:7]=3[C:6]=2[C:5]2[CH:16]=[CH:17][C:18]([O:20][CH3:21])=[CH:19][C:4]=2[N:3]=1.[CH3:22][N:23]([CH3:27])[CH2:24][CH2:25][NH2:26], predict the reaction product. The product is: [CH3:22][N:23]([CH3:27])[CH2:24][CH2:25][NH:26][C:2]1[C:14]2[C:13](=[O:15])[C:12]3[CH:11]=[CH:10][N:9]=[CH:8][C:7]=3[C:6]=2[C:5]2[CH:16]=[CH:17][C:18]([O:20][CH3:21])=[CH:19][C:4]=2[N:3]=1.